Regression. Given a peptide amino acid sequence and an MHC pseudo amino acid sequence, predict their binding affinity value. This is MHC class II binding data. From a dataset of Peptide-MHC class II binding affinity with 134,281 pairs from IEDB. (1) The peptide sequence is RIIAGTLEVHAVKPA. The MHC is HLA-DPA10201-DPB10501 with pseudo-sequence HLA-DPA10201-DPB10501. The binding affinity (normalized) is 0.280. (2) The peptide sequence is LALVGFLGGLITGIS. The MHC is DRB4_0101 with pseudo-sequence DRB4_0103. The binding affinity (normalized) is 0.358.